Task: Predict the reactants needed to synthesize the given product.. Dataset: Full USPTO retrosynthesis dataset with 1.9M reactions from patents (1976-2016) Given the product [C:17]([C:16]1[C:12]([C:3]2[C:4]3[O:9][C:8]([F:11])([F:10])[O:7][C:5]=3[CH:6]=[CH:1][CH:2]=2)=[CH:13][N:14]([CH2:30][CH2:25][C:26]([O:28][CH3:29])=[O:27])[CH:15]=1)#[N:18], predict the reactants needed to synthesize it. The reactants are: [CH:1]1[CH:2]=[C:3]([C:12]2[C:16]([C:17]#[N:18])=[CH:15][NH:14][CH:13]=2)[C:4]2[O:9][C:8]([F:11])([F:10])[O:7][C:5]=2[CH:6]=1.C([Li])CCC.Br[CH:25]([CH3:30])[C:26]([O:28][CH3:29])=[O:27].O.